From a dataset of Full USPTO retrosynthesis dataset with 1.9M reactions from patents (1976-2016). Predict the reactants needed to synthesize the given product. (1) Given the product [CH3:1][C:2]1[C:7]([O:8][CH2:25][CH:20]2[CH2:21][CH:22]3[N:18]([C:16]([O:15][C:11]([CH3:12])([CH3:14])[CH3:13])=[O:17])[CH:19]2[CH2:24][CH2:23]3)=[CH:6][CH:5]=[CH:4][N:3]=1, predict the reactants needed to synthesize it. The reactants are: [CH3:1][C:2]1[C:7]([OH:8])=[CH:6][CH:5]=[CH:4][N:3]=1.[OH-].[K+].[C:11]([O:15][C:16]([N:18]1[CH:22]2[CH2:23][CH2:24][CH:19]1[CH:20]([CH2:25]OS(C)(=O)=O)[CH2:21]2)=[O:17])([CH3:14])([CH3:13])[CH3:12].O. (2) Given the product [O:1]1[C:5]2[CH:6]=[CH:7][CH:8]=[C:9]([N:10]3[CH:15]=[CH:14][C:13](=[O:16])[C:12]([C:17]4[N:31]([C:27]5[CH:28]=[CH:29][CH:30]=[C:25]([F:24])[CH:26]=5)[N:20]=[CH:19][CH:18]=4)=[N:11]3)[C:4]=2[O:3][CH2:2]1, predict the reactants needed to synthesize it. The reactants are: [O:1]1[C:5]2[CH:6]=[CH:7][CH:8]=[C:9]([N:10]3[CH:15]=[CH:14][C:13](=[O:16])[C:12]([C:17](=O)/[CH:18]=[CH:19]/[N:20](C)C)=[N:11]3)[C:4]=2[O:3][CH2:2]1.[F:24][C:25]1[CH:26]=[C:27]([NH:31]N)[CH:28]=[CH:29][CH:30]=1. (3) Given the product [Cl:18][C:7]1[C:6]2=[N:13][N:14]([CH3:16])[CH:15]=[C:5]2[C:4]2[CH:3]=[C:2]([Cl:1])[CH:11]=[CH:10][C:9]=2[N:8]=1, predict the reactants needed to synthesize it. The reactants are: [Cl:1][C:2]1[CH:11]=[CH:10][C:9]2[NH:8][C:7](=O)[C:6]3=[N:13][N:14]([CH3:16])[CH:15]=[C:5]3[C:4]=2[CH:3]=1.P(Cl)(Cl)(Cl)(Cl)[Cl:18].